This data is from Forward reaction prediction with 1.9M reactions from USPTO patents (1976-2016). The task is: Predict the product of the given reaction. Given the reactants [C:1]([O:9][CH2:10][CH2:11][N:12]1[C:20]2[C:19](Cl)=[N:18][CH:17]=[N:16][C:15]=2[CH:14]=[CH:13]1)(=[O:8])[C:2]1[CH:7]=[CH:6][CH:5]=[CH:4][CH:3]=1.[NH2:22][C:23]1[CH:40]=[CH:39][C:26]([O:27][C:28]2[CH:36]=[CH:35][CH:34]=[C:33]3[C:29]=2[CH2:30][C:31](=[O:38])[N:32]3[CH3:37])=[C:25]([Cl:41])[CH:24]=1.Cl.N1C=CC=CC=1.C(=O)([O-])O.[Na+], predict the reaction product. The product is: [C:1]([O:9][CH2:10][CH2:11][N:12]1[C:20]2[C:19]([NH:22][C:23]3[CH:40]=[CH:39][C:26]([O:27][C:28]4[CH:36]=[CH:35][CH:34]=[C:33]5[C:29]=4[CH2:30][C:31](=[O:38])[N:32]5[CH3:37])=[C:25]([Cl:41])[CH:24]=3)=[N:18][CH:17]=[N:16][C:15]=2[CH:14]=[CH:13]1)(=[O:8])[C:2]1[CH:7]=[CH:6][CH:5]=[CH:4][CH:3]=1.